The task is: Predict which catalyst facilitates the given reaction.. This data is from Catalyst prediction with 721,799 reactions and 888 catalyst types from USPTO. (1) Reactant: [C:1]([SH:5])([CH3:4])([CH3:3])[CH3:2].[OH-].[Na+].[Br:8][C:9]1[CH:16]=[CH:15][CH:14]=[CH:13][C:10]=1[CH2:11]Br.C1(C)C=CC=CC=1. Product: [Br:8][C:9]1[CH:16]=[CH:15][CH:14]=[CH:13][C:10]=1[CH2:11][S:5][C:1]([CH3:4])([CH3:3])[CH3:2]. The catalyst class is: 24. (2) Reactant: [ClH:1].[CH3:2][O:3][C:4]1[CH:9]=[CH:8][C:7]([NH:10][NH2:11])=[CH:6][CH:5]=1.C1(C)C=CC=CC=1.[Br:19][C:20]1[CH:27]=[CH:26][C:23]([CH2:24]Br)=[CH:22][CH:21]=1.C(N(CC)CC)C. Product: [ClH:1].[Br:19][C:20]1[CH:27]=[CH:26][C:23]([CH2:24][N:10]([C:7]2[CH:8]=[CH:9][C:4]([O:3][CH3:2])=[CH:5][CH:6]=2)[NH2:11])=[CH:22][CH:21]=1. The catalyst class is: 25. (3) Reactant: [Cl:1][C:2]1[C:3]([NH2:20])=[CH:4][S:5][C:6]=1[C:7]1[CH:12]=[CH:11][CH:10]=[C:9]([NH:13][CH:14]2[CH2:19][CH2:18][CH2:17][CH2:16][CH2:15]2)[CH:8]=1.C([O-])([O-])=O.[K+].[K+].Br[CH2:28][C:29]([O:31][CH3:32])=[O:30]. Product: [Cl:1][C:2]1[C:3]([NH:20][CH2:28][C:29]([O:31][CH3:32])=[O:30])=[CH:4][S:5][C:6]=1[C:7]1[CH:12]=[CH:11][CH:10]=[C:9]([NH:13][CH:14]2[CH2:19][CH2:18][CH2:17][CH2:16][CH2:15]2)[CH:8]=1. The catalyst class is: 3. (4) Reactant: [CH3:1][CH:2]1[C:6]([CH3:8])([CH3:7])[C:5]2[C:9]([CH2:11][CH2:12][CH2:13][C:4]=2[C:3]1([CH3:15])[CH3:14])=O.C(O)(=O)C.[CH:20]([NH2:22])=[NH:21].[C:23](C)(O)=O. Product: [CH3:7][C:6]1([CH3:8])[C:5]2[C:9]3[C:11]([CH2:12][CH2:13][C:4]=2[C:3]([CH3:15])([CH3:14])[CH:2]1[CH3:1])=[CH:23][N:22]=[CH:20][N:21]=3. The catalyst class is: 51. (5) Reactant: [CH3:1][C:2]1([CH3:21])[C:6](=[O:7])[N:5]([C:8]2[CH:15]=[CH:14][C:11]([C:12]#[N:13])=[C:10]([C:16]([F:19])([F:18])[F:17])[CH:9]=2)[C:4](=[O:20])[NH:3]1.Br[CH2:23][C:24]1[CH:37]=[CH:36][C:27]([C:28]([C:30]2[CH:35]=[CH:34][CH:33]=[CH:32][CH:31]=2)=[O:29])=[CH:26][CH:25]=1.C(=O)([O-])[O-].[Cs+].[Cs+]. Product: [C:28]([C:27]1[CH:26]=[CH:25][C:24]([CH2:23][N:3]2[C:2]([CH3:21])([CH3:1])[C:6](=[O:7])[N:5]([C:8]3[CH:15]=[CH:14][C:11]([C:12]#[N:13])=[C:10]([C:16]([F:19])([F:17])[F:18])[CH:9]=3)[C:4]2=[O:20])=[CH:37][CH:36]=1)(=[O:29])[C:30]1[CH:31]=[CH:32][CH:33]=[CH:34][CH:35]=1. The catalyst class is: 9. (6) Reactant: CC(C)([O-])C.[K+].[CH:7]([C:10]1[CH:15]=[CH:14][CH:13]=[C:12]([CH:16]([CH3:18])[CH3:17])[C:11]=1[N:19]1[C:28](=[O:29])[C:27]2[CH:30]=[CH:31][C:32]3[O:33][C:34]4[C:39]([C:24]5[C:25]=3[C:26]=2[C:21](=[CH:22][CH:23]=5)[C:20]1=[O:41])=[CH:38][C:37]([OH:40])=[CH:36][CH:35]=4)([CH3:9])[CH3:8].FC(F)(F)S([O-])(=O)=O.[C:50]1([I+][C:50]2[CH:55]=[CH:54][CH:53]=[CH:52][CH:51]=2)[CH:55]=[CH:54][CH:53]=[CH:52][CH:51]=1. Product: [CH:7]([C:10]1[CH:15]=[CH:14][CH:13]=[C:12]([CH:16]([CH3:18])[CH3:17])[C:11]=1[N:19]1[C:28](=[O:29])[C:27]2[CH:30]=[CH:31][C:32]3[O:33][C:34]4[C:39]([C:24]5[C:25]=3[C:26]=2[C:21](=[CH:22][CH:23]=5)[C:20]1=[O:41])=[CH:38][C:37]([O:40][C:50]1[CH:55]=[CH:54][CH:53]=[CH:52][CH:51]=1)=[CH:36][CH:35]=4)([CH3:8])[CH3:9]. The catalyst class is: 1. (7) Reactant: [Br:1]([O-])(=O)=O.[Na+].[F:6][C:7]([F:21])([F:20])[C:8]1[CH:13]=[CH:12][CH:11]=[CH:10][C:9]=1[CH2:14][C:15]([O:17][CH2:18][CH3:19])=[O:16].S(=O)(O)[O-].[Na+].S(S([O-])=O)([O-])=O.[Na+].[Na+]. Product: [Br:1][CH:14]([C:9]1[CH:10]=[CH:11][CH:12]=[CH:13][C:8]=1[C:7]([F:20])([F:21])[F:6])[C:15]([O:17][CH2:18][CH3:19])=[O:16]. The catalyst class is: 69. (8) Reactant: [F:1][C:2]1[CH:7]=[C:6]([CH2:8][N:9]=[C:10]=[O:11])[CH:5]=[CH:4][C:3]=1[C:12]([F:15])([F:14])[F:13].[CH3:16][C:17]1[C:26]2[CH:25]=[CH:24][CH:23]=[C:22]([NH2:27])[C:21]=2[CH:20]=[C:19]([CH3:28])[N:18]=1.CCN(C(C)C)C(C)C. Product: [CH3:16][C:17]1[C:26]2[C:21](=[C:22]([NH:27][C:10]([NH:9][CH2:8][C:6]3[CH:5]=[CH:4][C:3]([C:12]([F:13])([F:14])[F:15])=[C:2]([F:1])[CH:7]=3)=[O:11])[CH:23]=[CH:24][CH:25]=2)[CH:20]=[C:19]([CH3:28])[N:18]=1. The catalyst class is: 11. (9) Reactant: FC(F)(F)S(O[C:7]1[CH2:12][CH2:11][CH2:10][C:9](=[O:13])[CH:8]=1)(=O)=O.[B:16]1([B:16]2[O:20][C:19]([CH3:22])([CH3:21])[C:18]([CH3:24])([CH3:23])[O:17]2)[O:20][C:19]([CH3:22])([CH3:21])[C:18]([CH3:24])([CH3:23])[O:17]1.CC([O-])=O.[K+]. The catalyst class is: 12. Product: [CH3:23][C:18]1([CH3:24])[C:19]([CH3:22])([CH3:21])[O:20][B:16]([C:7]2[CH2:12][CH2:11][CH2:10][C:9](=[O:13])[CH:8]=2)[O:17]1.